This data is from Full USPTO retrosynthesis dataset with 1.9M reactions from patents (1976-2016). The task is: Predict the reactants needed to synthesize the given product. (1) Given the product [CH3:1][C:2]1([CH3:9])[CH2:3][O:7][CH:6]1[C:5]1[CH:8]=[CH:9][C:2]([CH:1]2[C:5]([CH3:8])([CH3:6])[CH2:4][O:10]2)=[CH:3][CH:4]=1, predict the reactants needed to synthesize it. The reactants are: [CH:1](=[O:10])[C:2]1[CH:9]=[CH:8][C:5]([CH:6]=[O:7])=[CH:4][CH:3]=1.[OH-].[K+]. (2) Given the product [CH3:41][O:40][C:37]1[CH:38]=[CH:39][C:34]([CH2:33][O:1][C@H:2]([C@H:4]([CH2:9][CH2:10][CH:11]([CH3:13])[CH3:12])[C:5]([O:7][CH3:8])=[O:6])[CH3:3])=[CH:35][CH:36]=1, predict the reactants needed to synthesize it. The reactants are: [OH:1][C@H:2]([C@H:4]([CH2:9][CH2:10][CH:11]([CH3:13])[CH3:12])[C:5]([O:7][CH3:8])=[O:6])[CH3:3].CC1(C)C2(CS(O)(=O)=O)C(CC1CC2)=O.ClC(Cl)(Cl)C(=N)O[CH2:33][C:34]1[CH:39]=[CH:38][C:37]([O:40][CH3:41])=[CH:36][CH:35]=1.